From a dataset of Reaction yield outcomes from USPTO patents with 853,638 reactions. Predict the reaction yield, written as a fraction of the theoretical maximum amount of product (1.0 means a 100% yield; for example, 0.34 means a 34% yield). (1) The catalyst is CN(C=O)C. The yield is 0.210. The product is [C:24]([O:27][C:8]1[CH:7]=[C:6]2[C:5]([CH:4]=[C:3]([C:2]([CH3:1])([CH3:21])[CH3:22])[NH:15]2)=[CH:10][C:9]=1[N+:11]([O-:13])=[O:12])([CH3:26])([CH3:25])[CH3:23]. The reactants are [CH3:1][C:2]([CH3:22])([CH3:21])[C:3]#[C:4][C:5]1[CH:10]=[C:9]([N+:11]([O-:13])=[O:12])[C:8](F)=[CH:7][C:6]=1[NH:15]C(=O)CCC.[CH3:23][C:24]([O-:27])([CH3:26])[CH3:25].[K+].O. (2) The reactants are [NH2:1][C:2]1[C:7]([Br:8])=[CH:6][C:5]([Br:9])=[CH:4][N:3]=1.[C:10]1(=O)[CH2:15][CH2:14][CH2:13][C:12](=[O:16])[CH2:11]1.O.C1(C)C=CC(S(O)(=O)=O)=CC=1.C(=O)(O)[O-].[Na+]. The catalyst is C1(C)C=CC=CC=1. The product is [Br:8][C:7]1[C:2]([NH:1][C:10]2[CH2:15][CH2:14][CH2:13][C:12](=[O:16])[CH:11]=2)=[N:3][CH:4]=[C:5]([Br:9])[CH:6]=1. The yield is 0.740. (3) The product is [O:1]1[CH:5]=[CH:4][CH:3]=[C:2]1[CH2:6][CH2:7][CH2:8][OH:9]. The yield is 0.790. The catalyst is C1COCC1. The reactants are [O:1]1[CH:5]=[CH:4][CH:3]=[C:2]1[CH2:6][CH2:7][C:8](O)=[O:9].B. (4) The catalyst is CCO. The product is [F:34][C:2]([F:1])([F:33])[CH:3]([C:24]1[CH:25]=[C:26]([Cl:32])[C:27]([Cl:31])=[C:28]([Cl:30])[CH:29]=1)/[CH:4]=[CH:5]/[C:6]1[CH:23]=[CH:22][C:9]([O:10][NH2:11])=[CH:8][CH:7]=1. The reactants are [F:1][C:2]([F:34])([F:33])[CH:3]([C:24]1[CH:29]=[C:28]([Cl:30])[C:27]([Cl:31])=[C:26]([Cl:32])[CH:25]=1)/[CH:4]=[CH:5]/[C:6]1[CH:23]=[CH:22][C:9]([O:10][N:11]2C(=O)C3C(=CC=CC=3)C2=O)=[CH:8][CH:7]=1.O.NN. The yield is 0.530. (5) The reactants are [CH3:1][C:2]([CH3:5])([O-])[CH3:3].[K+].[C:7](O)(=O)[CH2:8]C([CH2:14][C:15]([OH:17])=[O:16])(C(O)=O)O. The catalyst is [Br-].C[P+](C1C=CC=CC=1)(C1C=CC=CC=1)C1C=CC=CC=1.C1(C)C=CC=CC=1. The product is [CH3:1][CH2:2][O:17][C:15]([CH3:14])=[O:16].[CH3:7][CH2:8][CH2:1][CH:2]([CH3:5])[CH3:3]. The yield is 0.200.